Dataset: Full USPTO retrosynthesis dataset with 1.9M reactions from patents (1976-2016). Task: Predict the reactants needed to synthesize the given product. The reactants are: N[C:2]1[CH:11]=[C:10]2[C:5]([CH:6]=[CH:7][C:8]([S:12]([O-:15])(=[O:14])=[O:13])=[CH:9]2)=[CH:4][CH:3]=1.[Na+].N([O-])=O.[Na+].[ClH:21]. Given the product [Cl:21][C:2]1[CH:11]=[C:10]2[C:5]([CH:6]=[CH:7][C:8]([S:12]([OH:15])(=[O:14])=[O:13])=[CH:9]2)=[CH:4][CH:3]=1, predict the reactants needed to synthesize it.